Predict which catalyst facilitates the given reaction. From a dataset of Catalyst prediction with 721,799 reactions and 888 catalyst types from USPTO. Reactant: [CH2:1]([N:8]1[CH2:13][CH:12]([CH3:14])[O:11][CH2:10][CH:9]1[CH2:15][CH:16]=[O:17])[C:2]1[CH:7]=[CH:6][CH:5]=[CH:4][CH:3]=1.[CH3:18][Mg]Br.[Cl-].[NH4+]. Product: [CH2:1]([N:8]1[CH2:13][CH:12]([CH3:14])[O:11][CH2:10][CH:9]1[CH2:15][CH:16]([OH:17])[CH3:18])[C:2]1[CH:3]=[CH:4][CH:5]=[CH:6][CH:7]=1. The catalyst class is: 7.